This data is from Catalyst prediction with 721,799 reactions and 888 catalyst types from USPTO. The task is: Predict which catalyst facilitates the given reaction. Reactant: [Cl:1][C:2]1[CH:3]=[C:4]([CH:8]=[CH:9][N:10]=1)[C:5]([OH:7])=[O:6].C(N1C=CN=C1)(N1[CH:17]=[CH:16]N=C1)=O.C(O)C. Product: [Cl:1][C:2]1[CH:3]=[C:4]([CH:8]=[CH:9][N:10]=1)[C:5]([O:7][CH2:16][CH3:17])=[O:6]. The catalyst class is: 7.